Predict the reactants needed to synthesize the given product. From a dataset of Full USPTO retrosynthesis dataset with 1.9M reactions from patents (1976-2016). (1) Given the product [CH3:1][O:2][C:3]1[CH:4]=[CH:5][C:6]2[O:10][C:9]([CH2:11][OH:12])=[CH:8][C:7]=2[CH:13]=1, predict the reactants needed to synthesize it. The reactants are: [CH3:1][O:2][C:3]1[CH:4]=[CH:5][C:6]2[O:10][C:9]([CH:11]=[O:12])=[CH:8][C:7]=2[CH:13]=1.[BH4-].[Na+]. (2) Given the product [OH:1][C:2]1[C:3](=[O:17])[NH:4][C:5](=[O:16])[N:6]([CH2:8][CH2:9][C:10]2[CH:15]=[CH:14][CH:13]=[C:12]([O:19][CH3:18])[CH:11]=2)[N:7]=1, predict the reactants needed to synthesize it. The reactants are: [OH:1][C:2]1[C:3](=[O:17])[NH:4][C:5](=[O:16])[N:6]([CH2:8][CH2:9][C:10]2[CH:15]=[CH:14][CH:13]=[CH:12][CH:11]=2)[N:7]=1.[CH3:18][OH:19]. (3) Given the product [Br:1][C:2]1[CH:8]=[CH:7][CH:6]=[C:4]2[C:3]=1[CH:9]=[N:22][NH:5]2, predict the reactants needed to synthesize it. The reactants are: [Br:1][C:2]1[C:3]([CH3:9])=[C:4]([CH:6]=[CH:7][CH:8]=1)[NH2:5].C(OC(=O)C)(=O)C.C([O-])(=O)C.[K+].[N:22](OCCC(C)C)=O.Cl. (4) Given the product [CH3:1][N:2]([CH3:3])[CH2:4][CH2:8][CH2:9][CH2:10][C:15]1[N:16]([CH3:31])[C:17]2[C:22]([C:23](=[O:24])[N:25]=1)=[C:21]([O:26][CH3:27])[C:20]([O:28][CH3:29])=[CH:19][CH:18]=2, predict the reactants needed to synthesize it. The reactants are: [CH3:1][N:2]([CH:4]([CH2:8][CH2:9][CH3:10])C(O)=O)[CH3:3].S(Cl)(Cl)=O.[CH3:15][NH:16][C:17]1[C:22]([C:23]([NH2:25])=[O:24])=[C:21]([O:26][CH3:27])[C:20]([O:28][CH3:29])=[CH:19][CH:18]=1.Cl[CH:31](Cl)Cl.